This data is from Reaction yield outcomes from USPTO patents with 853,638 reactions. The task is: Predict the reaction yield, written as a fraction of the theoretical maximum amount of product (1.0 means a 100% yield; for example, 0.34 means a 34% yield). (1) The reactants are [O:1]1[CH2:6][CH2:5][C:4](C(O)=O)([C:7]([OH:9])=[O:8])[CH2:3][CH2:2]1.N1C=CC=CC=1.O.Cl. The catalyst is [Fe].C(OCC)(=O)C. The yield is 0.730. The product is [O:1]1[CH2:6][CH2:5][CH:4]([C:7]([OH:9])=[O:8])[CH2:3][CH2:2]1. (2) The reactants are [Cl:1][C:2]1[CH:3]=[C:4]([NH:16][C:17]2[C:26]3[C:25]([OH:27])=[CH:24][CH:23]=[CH:22][C:21]=3[N:20]=[CH:19][N:18]=2)[CH:5]=[CH:6][C:7]=1[O:8][CH2:9][C:10]1[CH:15]=[CH:14][CH:13]=[CH:12][N:11]=1.O[C@H:29]1[CH2:34][CH2:33][O:32][C:30]1=[O:31].[CH3:35][NH:36][CH2:37][CH2:38][OH:39]. The product is [Cl:1][C:2]1[CH:3]=[C:4]([NH:16][C:17]2[C:26]3[C:21](=[CH:22][CH:23]=[CH:24][C:25]=3[O:27][C@H:29]([CH2:34][CH2:33][OH:32])[C:30]([N:36]([CH2:37][CH2:38][OH:39])[CH3:35])=[O:31])[N:20]=[CH:19][N:18]=2)[CH:5]=[CH:6][C:7]=1[O:8][CH2:9][C:10]1[CH:15]=[CH:14][CH:13]=[CH:12][N:11]=1. No catalyst specified. The yield is 0.420.